Dataset: Peptide-MHC class I binding affinity with 185,985 pairs from IEDB/IMGT. Task: Regression. Given a peptide amino acid sequence and an MHC pseudo amino acid sequence, predict their binding affinity value. This is MHC class I binding data. (1) The peptide sequence is TFDVAPSRL. The binding affinity (normalized) is 0.0847. The MHC is HLA-A01:01 with pseudo-sequence HLA-A01:01. (2) The peptide sequence is APSYRNFSF. The MHC is HLA-B38:01 with pseudo-sequence HLA-B38:01. The binding affinity (normalized) is 0.0847. (3) The peptide sequence is LPFDKSTIM. The MHC is HLA-B54:01 with pseudo-sequence HLA-B54:01. The binding affinity (normalized) is 0.351. (4) The peptide sequence is WTALMFAAY. The MHC is HLA-A11:01 with pseudo-sequence HLA-A11:01. The binding affinity (normalized) is 0.0847. (5) The peptide sequence is TVFRNQNRV. The MHC is HLA-A30:02 with pseudo-sequence HLA-A30:02. The binding affinity (normalized) is 0.213. (6) The peptide sequence is ICISLSNSF. The MHC is HLA-A24:02 with pseudo-sequence HLA-A24:02. The binding affinity (normalized) is 0. (7) The peptide sequence is RVAAVKAPR. The MHC is HLA-A68:01 with pseudo-sequence HLA-A68:01. The binding affinity (normalized) is 0.652. (8) The peptide sequence is RPQLWRYRW. The MHC is HLA-A31:01 with pseudo-sequence HLA-A31:01. The binding affinity (normalized) is 0.306. (9) The peptide sequence is KRYIYKVL. The MHC is Mamu-A07 with pseudo-sequence Mamu-A07. The binding affinity (normalized) is 0.00147.